The task is: Predict the reactants needed to synthesize the given product.. This data is from Full USPTO retrosynthesis dataset with 1.9M reactions from patents (1976-2016). (1) Given the product [CH3:15][O:16][C:17]1[CH:23]=[CH:22][C:21]([O:24][CH3:25])=[CH:20][C:18]=1[NH:19][C:2]1[CH:7]=[C:6]([CH3:8])[N:5]=[C:4]([C:9]2[CH:14]=[CH:13][CH:12]=[CH:11][N:10]=2)[N:3]=1, predict the reactants needed to synthesize it. The reactants are: Cl[C:2]1[CH:7]=[C:6]([CH3:8])[N:5]=[C:4]([C:9]2[CH:14]=[CH:13][CH:12]=[CH:11][N:10]=2)[N:3]=1.[CH3:15][O:16][C:17]1[CH:23]=[CH:22][C:21]([O:24][CH3:25])=[CH:20][C:18]=1[NH2:19]. (2) Given the product [F:23][C:2]([F:1])([F:22])[C:3]1[CH:8]=[CH:7][CH:6]=[CH:5][C:4]=1[C:9]1[CH2:14][CH2:13][NH:12][CH2:11][CH:10]=1, predict the reactants needed to synthesize it. The reactants are: [F:1][C:2]([F:23])([F:22])[C:3]1[CH:8]=[CH:7][CH:6]=[CH:5][C:4]=1[C:9]1[CH2:10][CH2:11][N:12](C(OC(C)(C)C)=O)[CH2:13][CH:14]=1.FC(F)(F)C(O)=O. (3) Given the product [Br:1][C:2]1[CH:3]=[C:4]([NH:15][C:16]2[N:21]=[C:20]([NH:22][C:23]3[CH:28]=[C:27]([CH:29]=[CH2:30])[CH:26]=[CH:25][C:24]=3[O:31][CH3:32])[C:19]([Cl:33])=[CH:18][N:17]=2)[CH:5]=[CH:6][C:7]=1[N:8]1[CH2:13][CH2:12][O:50][CH2:10][CH2:9]1, predict the reactants needed to synthesize it. The reactants are: [Br:1][C:2]1[CH:3]=[C:4]([NH:15][C:16]2[N:21]=[C:20]([NH:22][C:23]3[CH:28]=[C:27]([CH:29]=[CH2:30])[CH:26]=[CH:25][C:24]=3[O:31][CH3:32])[C:19]([Cl:33])=[CH:18][N:17]=2)[CH:5]=[CH:6][C:7]=1[N:8]1[CH2:13][CH2:12]N(C)[CH2:10][CH2:9]1.BrC1C=C(N)C=CC=1N1CCN(C)CC1.C[O:50]CCO.COCCOC. (4) Given the product [CH3:1][CH2:2][CH2:3][CH2:4][CH2:5][CH2:6][CH2:7][CH2:8]/[CH:9]=[CH:10]/[CH2:11][CH2:12][CH2:13][CH2:14][CH2:15][CH2:16][CH2:17][C:18]([O:20][CH2:21][CH:22]([O:28][C:29]([CH2:31][CH2:32][CH2:33][CH2:34][CH2:35][CH2:36][CH2:37]/[CH:38]=[CH:39]/[CH2:40][CH2:41][CH2:42][CH2:43][CH2:44][CH2:45][CH2:46][CH3:47])=[O:30])[CH2:23][O:74][P:72]([O:71][CH2:70][CH2:69][OH:90])([OH:75])=[O:73])=[O:19], predict the reactants needed to synthesize it. The reactants are: [CH3:1][CH2:2][CH2:3][CH2:4][CH2:5][CH2:6][CH2:7][CH2:8]/[CH:9]=[CH:10]\[CH2:11][CH2:12][CH2:13][CH2:14][CH2:15][CH2:16][CH2:17][C:18]([O:20][CH2:21][CH:22]([O:28][C:29]([CH2:31][CH2:32][CH2:33][CH2:34][CH2:35][CH2:36][CH2:37]/[CH:38]=[CH:39]\[CH2:40][CH2:41][CH2:42][CH2:43][CH2:44][CH2:45][CH2:46][CH3:47])=[O:30])[CH2:23][N+](C)(C)C)=[O:19].CCCCCCCC/C=C/CCCCCCCC(OC[CH:69]([O:90]C(CCCCCCC/C=C/CCCCCCCC)=O)[CH2:70][O:71][P:72]([O:75]CCNC(CCC(OCCOC)=O)=O)([OH:74])=[O:73])=O.CC1(C)OOC(C)(C)OOC(C)(C)OO1.B([O-])([O-])[O-]. (5) Given the product [CH2:9]([N:16]1[C:20]([Br:1])=[CH:19][N:18]=[C:17]1[CH3:21])[C:10]1[CH:11]=[CH:12][CH:13]=[CH:14][CH:15]=1, predict the reactants needed to synthesize it. The reactants are: [Br:1]N1C(=O)CCC1=O.[CH2:9]([N:16]1[CH:20]=[CH:19][N:18]=[C:17]1[CH3:21])[C:10]1[CH:15]=[CH:14][CH:13]=[CH:12][CH:11]=1.